From a dataset of Full USPTO retrosynthesis dataset with 1.9M reactions from patents (1976-2016). Predict the reactants needed to synthesize the given product. (1) Given the product [Br:1][C:2]1[CH:8]=[CH:7][C:5]([NH:6][C:9](=[O:16])[C:10]2[CH:15]=[CH:14][CH:13]=[CH:12][CH:11]=2)=[CH:4][CH:3]=1, predict the reactants needed to synthesize it. The reactants are: [Br:1][C:2]1[CH:8]=[CH:7][C:5]([NH2:6])=[CH:4][CH:3]=1.[C:9](Cl)(=[O:16])[C:10]1[CH:15]=[CH:14][CH:13]=[CH:12][CH:11]=1. (2) The reactants are: OC1C=C(C23CCC(CCOCC(OC(C)(C)C)=O)(CC2)CO3)C=CC=1.O1CCCCC1OC1C=C(C23CCC(CCOCC(OC(C)(C)C)=O)(CC2)CO3)C=CC=1.O1CCCCC1[O:65][C:66]1[CH:67]=[C:68]([C:72]23[CH2:79][CH2:78][C:75]([CH2:80][CH2:81]/[CH:82]=[CH:83]/[C:84]([O:86][CH3:87])=[O:85])([CH2:76][CH2:77]2)[CH2:74][O:73]3)[CH:69]=[CH:70][CH:71]=1. Given the product [OH:65][C:66]1[CH:67]=[C:68]([C:72]23[CH2:77][CH2:76][C:75]([CH2:80][CH2:81]/[CH:82]=[CH:83]/[C:84]([O:86][CH3:87])=[O:85])([CH2:78][CH2:79]2)[CH2:74][O:73]3)[CH:69]=[CH:70][CH:71]=1, predict the reactants needed to synthesize it. (3) Given the product [Cl:1][C:2]1[CH:3]=[C:4]2[C:8](=[CH:9][CH:10]=1)[NH:7][C:6](=[O:11])[C:5]2=[CH:22][C:21]1[NH:20][CH:19]=[C:18]2[C:13](=[O:12])[O:14][CH2:15][CH2:16][C:17]=12, predict the reactants needed to synthesize it. The reactants are: [Cl:1][C:2]1[CH:3]=[C:4]2[C:8](=[CH:9][CH:10]=1)[NH:7][C:6](=[O:11])[CH2:5]2.[O:12]=[C:13]1[C:18]2=[CH:19][NH:20][C:21]([CH:22]=O)=[C:17]2[CH2:16][CH2:15][O:14]1.